The task is: Regression. Given two drug SMILES strings and cell line genomic features, predict the synergy score measuring deviation from expected non-interaction effect.. This data is from NCI-60 drug combinations with 297,098 pairs across 59 cell lines. (1) Drug 1: C1CCC(CC1)NC(=O)N(CCCl)N=O. Drug 2: CC(C)CN1C=NC2=C1C3=CC=CC=C3N=C2N. Cell line: BT-549. Synergy scores: CSS=26.2, Synergy_ZIP=-4.78, Synergy_Bliss=5.49, Synergy_Loewe=3.04, Synergy_HSA=3.37. (2) Drug 1: COC1=C(C=C2C(=C1)N=CN=C2NC3=CC(=C(C=C3)F)Cl)OCCCN4CCOCC4. Drug 2: C1CN(P(=O)(OC1)NCCCl)CCCl. Cell line: OVCAR-5. Synergy scores: CSS=26.5, Synergy_ZIP=0.727, Synergy_Bliss=0.842, Synergy_Loewe=-26.6, Synergy_HSA=-0.162. (3) Drug 1: CC1C(C(CC(O1)OC2CC(CC3=C2C(=C4C(=C3O)C(=O)C5=C(C4=O)C(=CC=C5)OC)O)(C(=O)C)O)N)O.Cl. Drug 2: C1=NC2=C(N=C(N=C2N1C3C(C(C(O3)CO)O)O)F)N. Cell line: OVCAR-4. Synergy scores: CSS=3.47, Synergy_ZIP=-1.74, Synergy_Bliss=0.0268, Synergy_Loewe=-6.53, Synergy_HSA=-0.861. (4) Drug 1: CNC(=O)C1=CC=CC=C1SC2=CC3=C(C=C2)C(=NN3)C=CC4=CC=CC=N4. Drug 2: C(=O)(N)NO. Cell line: ACHN. Synergy scores: CSS=14.3, Synergy_ZIP=-7.67, Synergy_Bliss=-2.32, Synergy_Loewe=-1.33, Synergy_HSA=-1.53. (5) Drug 1: CC1=CC2C(CCC3(C2CCC3(C(=O)C)OC(=O)C)C)C4(C1=CC(=O)CC4)C. Drug 2: CCC1(C2=C(COC1=O)C(=O)N3CC4=CC5=C(C=CC(=C5CN(C)C)O)N=C4C3=C2)O.Cl. Cell line: SF-295. Synergy scores: CSS=18.8, Synergy_ZIP=2.64, Synergy_Bliss=3.51, Synergy_Loewe=-36.1, Synergy_HSA=1.24.